This data is from Catalyst prediction with 721,799 reactions and 888 catalyst types from USPTO. The task is: Predict which catalyst facilitates the given reaction. (1) Product: [I:19][C:16]1[C:17]2[S:18][C:11]([C:7]3[CH:8]=[CH:9][CH:10]=[C:5]([O:4][CH3:3])[CH:6]=3)=[CH:12][C:13]=2[NH:14][N:15]=1. Reactant: [OH-].[K+].[CH3:3][O:4][C:5]1[CH:6]=[C:7]([C:11]2[S:18][C:17]3[CH:16]=[N:15][NH:14][C:13]=3[CH:12]=2)[CH:8]=[CH:9][CH:10]=1.[I:19]I. The catalyst class is: 9. (2) Reactant: C(OC([N:11]1[CH2:16][CH2:15][N:14]([C:17]([CH3:20])([CH3:19])[CH3:18])[C:13](=[O:21])[CH2:12]1)=O)C1C=CC=CC=1. Product: [C:17]([N:14]1[CH2:15][CH2:16][NH:11][CH2:12][C:13]1=[O:21])([CH3:20])([CH3:18])[CH3:19]. The catalyst class is: 50.